This data is from Full USPTO retrosynthesis dataset with 1.9M reactions from patents (1976-2016). The task is: Predict the reactants needed to synthesize the given product. (1) Given the product [Cl:13][C:14]1[CH:24]=[C:23]([Cl:25])[CH:22]=[CH:21][C:15]=1[CH2:16][C:17]1([NH:20][C:8]([C:7]2[C:3]([CH:2]([F:12])[F:1])=[N:4][N:5]([CH3:11])[CH:6]=2)=[O:9])[CH2:18][CH2:19]1, predict the reactants needed to synthesize it. The reactants are: [F:1][CH:2]([F:12])[C:3]1[C:7]([C:8](Cl)=[O:9])=[CH:6][N:5]([CH3:11])[N:4]=1.[Cl:13][C:14]1[CH:24]=[C:23]([Cl:25])[CH:22]=[CH:21][C:15]=1[CH2:16][C:17]1([NH2:20])[CH2:19][CH2:18]1.C(N(CC)CC)C. (2) The reactants are: [C:1]([C:5]1[O:9][N:8]=[C:7]([NH:10][C:11]([NH:13][C:14]2[CH:19]=[CH:18][CH:17]=[C:16]([S:20][C:21]3[C:30]4[C:25](=[CH:26][C:27]([O:41][CH3:42])=[C:28]([O:31][CH2:32][CH2:33][CH2:34][N:35]5[CH2:40][CH2:39]C[CH2:37][CH2:36]5)[CH:29]=4)[N:24]=[CH:23][N:22]=3)[CH:15]=2)=[O:12])[CH:6]=1)([CH3:4])([CH3:3])[CH3:2].[CH3:43][S:44]([N:47]1CCNCC1)(=[O:46])=[O:45]. Given the product [C:1]([C:5]1[O:9][N:8]=[C:7]([NH:10][C:11]([NH:13][C:14]2[CH:19]=[CH:18][CH:17]=[C:16]([S:20][C:21]3[C:30]4[C:25](=[CH:26][C:27]([O:41][CH3:42])=[C:28]([O:31][CH2:32][CH2:33][CH2:34][N:35]5[CH2:40][CH2:39][N:47]([S:44]([CH3:43])(=[O:46])=[O:45])[CH2:37][CH2:36]5)[CH:29]=4)[N:24]=[CH:23][N:22]=3)[CH:15]=2)=[O:12])[CH:6]=1)([CH3:3])([CH3:2])[CH3:4], predict the reactants needed to synthesize it. (3) Given the product [CH2:26]([NH:33][C:2]1[N:3]=[C:4]([N:14]2[C:18]3[CH:19]=[CH:20][CH:21]=[CH:22][C:17]=3[N:16]=[C:15]2[CH:23]([F:24])[F:25])[N:5]=[C:6]([N:8]2[CH2:13][CH2:12][O:11][CH2:10][CH2:9]2)[N:7]=1)[C:27]1[CH:32]=[CH:31][CH:30]=[CH:29][CH:28]=1, predict the reactants needed to synthesize it. The reactants are: Cl[C:2]1[N:7]=[C:6]([N:8]2[CH2:13][CH2:12][O:11][CH2:10][CH2:9]2)[N:5]=[C:4]([N:14]2[C:18]3[CH:19]=[CH:20][CH:21]=[CH:22][C:17]=3[N:16]=[C:15]2[CH:23]([F:25])[F:24])[N:3]=1.[CH2:26]([NH2:33])[C:27]1[CH:32]=[CH:31][CH:30]=[CH:29][CH:28]=1. (4) Given the product [CH:1]1([CH2:7][NH:8][C:9]2[CH:14]=[C:13]([C:15]([F:17])([F:18])[F:16])[CH:12]=[CH:11][C:10]=2[C:19]2[N:24]=[CH:23][N:22]=[C:21]([NH:25][C:26]3[CH:27]=[C:28]4[C:32](=[CH:33][CH:34]=3)[CH2:31][CH:30]([NH2:35])[CH2:29]4)[CH:20]=2)[CH2:6][CH2:5][CH2:4][CH2:3][CH2:2]1, predict the reactants needed to synthesize it. The reactants are: [CH:1]1([CH2:7][NH:8][C:9]2[CH:14]=[C:13]([C:15]([F:18])([F:17])[F:16])[CH:12]=[CH:11][C:10]=2[C:19]2[N:24]=[CH:23][N:22]=[C:21]([NH:25][C:26]3[CH:27]=[C:28]4[C:32](=[CH:33][CH:34]=3)[CH2:31][CH:30]([NH:35]C(=O)OC(C)(C)C)[CH2:29]4)[CH:20]=2)[CH2:6][CH2:5][CH2:4][CH2:3][CH2:2]1.Cl. (5) The reactants are: C1(P(C2C=CC=CC=2)C2C=CC=CC=2)C=CC=CC=1.[CH3:20][C:21]1[CH:26]=[CH:25][CH:24]=[C:23]([CH3:27])[C:22]=1[O:28][CH2:29][C:30]1[C:34]([CH2:35][OH:36])=[C:33]([CH:37]([CH3:39])[CH3:38])[O:32][N:31]=1.O[C:41]1[CH:46]=[CH:45][C:44]([C:47]2[CH:56]=[C:55]3[C:50]([CH:51]=[C:52]([C:57]([O:59][CH3:60])=[O:58])[N:53]=[CH:54]3)=[CH:49][CH:48]=2)=[CH:43][CH:42]=1.N(C(OC(C)C)=O)=NC(OC(C)C)=O. Given the product [CH3:20][C:21]1[CH:26]=[CH:25][CH:24]=[C:23]([CH3:27])[C:22]=1[O:28][CH2:29][C:30]1[C:34]([CH2:35][O:36][C:41]2[CH:42]=[CH:43][C:44]([C:47]3[CH:56]=[C:55]4[C:50]([CH:51]=[C:52]([C:57]([O:59][CH3:60])=[O:58])[N:53]=[CH:54]4)=[CH:49][CH:48]=3)=[CH:45][CH:46]=2)=[C:33]([CH:37]([CH3:39])[CH3:38])[O:32][N:31]=1, predict the reactants needed to synthesize it.